The task is: Predict the reaction yield, written as a fraction of the theoretical maximum amount of product (1.0 means a 100% yield; for example, 0.34 means a 34% yield).. This data is from Reaction yield outcomes from USPTO patents with 853,638 reactions. (1) The reactants are [C:1]1([O:8][CH3:9])[C:2](=[CH:4][CH:5]=[CH:6][CH:7]=1)[OH:3].[CH3:10][CH:11]([Si:13](Cl)([CH:17]([CH3:19])[CH3:18])[CH:14]([CH3:16])[CH3:15])[CH3:12].N1C=CN=C1. The product is [CH:11]([Si:13]([CH:17]([CH3:19])[CH3:18])([CH:14]([CH3:16])[CH3:15])[O:3][C:2]1[CH:4]=[CH:5][CH:6]=[CH:7][C:1]=1[O:8][CH3:9])([CH3:12])[CH3:10]. The yield is 0.690. The catalyst is CCOC(C)=O. (2) The reactants are Cl.C(N=C=N[CH2:7][CH2:8][CH2:9][N:10]([CH3:12])C)C.ON1C2C=CC=CC=2N=N1.[C:23]([C:27]1[CH:32]=[CH:31][C:30](/[C:33](/[C:38]2[CH:43]=[CH:42][C:41]([Cl:44])=[C:40]([O:45][CH3:46])[N:39]=2)=[CH:34]\[C:35](O)=[O:36])=[CH:29][CH:28]=1)([CH3:26])([CH3:25])[CH3:24].N1CCCCC1. The catalyst is CN(C)C=O.C(OCC)(=O)C. The product is [C:23]([C:27]1[CH:28]=[CH:29][C:30](/[C:33](/[C:38]2[CH:43]=[CH:42][C:41]([Cl:44])=[C:40]([O:45][CH3:46])[N:39]=2)=[CH:34]\[C:35]([N:10]2[CH2:9][CH2:8][CH2:7][CH2:12]2)=[O:36])=[CH:31][CH:32]=1)([CH3:24])([CH3:25])[CH3:26]. The yield is 0.400. (3) The reactants are [F:1][C:2]1[N:7]=[CH:6][C:5]([CH:8]([OH:29])[CH:9]([CH2:15][C:16]2[CH:21]=[CH:20][CH:19]=[C:18]([O:22][C:23]([F:28])([F:27])[CH:24]([F:26])[F:25])[CH:17]=2)[C:10]([O:12]CC)=[O:11])=[CH:4][CH:3]=1.[OH-].[Na+].Cl. The catalyst is CO. The product is [F:1][C:2]1[N:7]=[CH:6][C:5]([CH:8]([OH:29])[CH:9]([CH2:15][C:16]2[CH:21]=[CH:20][CH:19]=[C:18]([O:22][C:23]([F:27])([F:28])[CH:24]([F:25])[F:26])[CH:17]=2)[C:10]([OH:12])=[O:11])=[CH:4][CH:3]=1. The yield is 0.800. (4) The reactants are [Br:1][C:2]1[CH:8]=[CH:7][C:5]([NH2:6])=[CH:4][CH:3]=1.[N:9]([O-])=O.[Na+].[NH:13]1[CH2:17][CH2:16][CH2:15][CH2:14]1. The catalyst is Cl.O.[OH-].[K+]. The product is [Br:1][C:2]1[CH:8]=[CH:7][C:5](/[N:6]=[N:9]/[N:13]2[CH2:17][CH2:16][CH2:15][CH2:14]2)=[CH:4][CH:3]=1. The yield is 0.462. (5) The reactants are [CH2:1]([O:8][C:9]1[C:18](=[O:19])[N:17]2[C:12]([C:13]([CH3:21])([CH3:20])[O:14][CH2:15][CH2:16]2)=[N:11][C:10]=1[C:22]([OH:24])=O)[C:2]1[CH:7]=[CH:6][CH:5]=[CH:4][CH:3]=1.Cl.[S:26]1[CH:30]=[CH:29][C:28]2[CH:31]=[CH:32][CH:33]=[C:34]([CH2:35][NH2:36])[C:27]1=2.F[P-](F)(F)(F)(F)F.N1(O[P+](N2CCCC2)(N2CCCC2)N2CCCC2)C2C=CC=CC=2N=N1.C(N(C(C)C)CC)(C)C. The catalyst is CC#N.CN(C)C=O. The product is [S:26]1[CH:30]=[CH:29][C:28]2[CH:31]=[CH:32][CH:33]=[C:34]([CH2:35][NH:36][C:22]([C:10]3[N:11]=[C:12]4[N:17]([C:18](=[O:19])[C:9]=3[O:8][CH2:1][C:2]3[CH:7]=[CH:6][CH:5]=[CH:4][CH:3]=3)[CH2:16][CH2:15][O:14][C:13]4([CH3:20])[CH3:21])=[O:24])[C:27]1=2. The yield is 0.870. (6) The reactants are [F:1][C:2]([F:13])([F:12])[O:3][C:4]1[CH:11]=[CH:10]C(C#N)=[CH:6][CH:5]=1.O.OS(O)(=O)=O.[C:20]([OH:23])(=[O:22])[CH3:21]. No catalyst specified. The product is [F:1][C:2]([F:13])([F:12])[O:3][C:4]1[CH:11]=[CH:10][C:21]([C:20]([OH:23])=[O:22])=[CH:6][CH:5]=1. The yield is 0.980.